From a dataset of Catalyst prediction with 721,799 reactions and 888 catalyst types from USPTO. Predict which catalyst facilitates the given reaction. (1) Reactant: [NH:1]1[C:9]2[C:4](=[CH:5][CH:6]=[CH:7][CH:8]=2)[C:3]([CH2:10][C@H:11]([NH2:13])[CH3:12])=[CH:2]1.[F:14][C:15]1[CH:22]=[C:21]([I:23])[CH:20]=[C:19]([F:24])[C:16]=1[CH:17]=O.C(O)(C(F)(F)F)=O. Product: [F:14][C:15]1[CH:22]=[C:21]([I:23])[CH:20]=[C:19]([F:24])[C:16]=1[C@@H:17]1[C:2]2[NH:1][C:9]3[C:4]([C:3]=2[CH2:10][C@@H:11]([CH3:12])[NH:13]1)=[CH:5][CH:6]=[CH:7][CH:8]=3. The catalyst class is: 10. (2) Reactant: [C:1]([C:5]1[CH:6]=[CH:7][C:8]2[O:12][C:11](S)=[N:10][C:9]=2[CH:14]=1)([CH3:4])([CH3:3])[CH3:2].O(Cl)[Cl:16].[P+3].P(Cl)(Cl)(Cl)(Cl)Cl. Product: [C:1]([C:5]1[CH:6]=[CH:7][C:8]2[O:12][C:11]([Cl:16])=[N:10][C:9]=2[CH:14]=1)([CH3:4])([CH3:3])[CH3:2]. The catalyst class is: 4. (3) Reactant: O[CH:2]([CH2:8][CH2:9][CH2:10][CH3:11])[C:3]([O:5]CC)=[O:4].[OH:12][C:13]1[CH:18]=[CH:17][C:16]([C:19]2[CH:24]=[CH:23][CH:22]=[CH:21][CH:20]=2)=[CH:15][CH:14]=1.[NH2:25][C:26]1[S:27][CH:28]=[CH:29][N:30]=1. Product: [C:19]1([C:16]2[CH:15]=[CH:14][C:13]([O:12][CH:2]([CH2:8][CH2:9][CH2:10][CH3:11])[C:3]([OH:5])=[O:4])=[CH:18][CH:17]=2)[CH:24]=[CH:23][CH:22]=[CH:21][CH:20]=1.[C:16]1([C:19]2[CH:24]=[CH:23][CH:22]=[CH:21][CH:20]=2)[CH:15]=[CH:14][C:13]([O:12][CH:2]([CH2:8][CH2:9][CH2:10][CH3:11])[C:3]([NH:25][C:26]2[S:27][CH:28]=[CH:29][N:30]=2)=[O:5])=[CH:18][CH:17]=1. The catalyst class is: 1.